Dataset: Forward reaction prediction with 1.9M reactions from USPTO patents (1976-2016). Task: Predict the product of the given reaction. The product is: [Cl:1][C:2]1[CH:3]=[C:4]2[C:9](=[CH:10][C:11]=1[C:12]([N:14]1[CH2:18][CH2:17][CH2:16][CH2:15]1)=[O:13])[N:8]=[CH:7][N:6]=[C:5]2[NH:19][CH:20]([C:26]1[NH:30][C:29]2[CH:38]=[CH:39][C:40]([Cl:42])=[CH:41][C:28]=2[N:27]=1)[CH2:21][CH2:22][C:23]([N:47]1[CH2:48][CH2:49][CH:44]([OH:43])[CH2:45][CH2:46]1)=[O:24]. Given the reactants [Cl:1][C:2]1[CH:3]=[C:4]2[C:9](=[CH:10][C:11]=1[C:12]([N:14]1[CH2:18][CH2:17][CH2:16][CH2:15]1)=[O:13])[N:8]=[CH:7][N:6]=[C:5]2[NH:19][CH:20]([C:26]1[N:30](C(OC(C)(C)C)=O)[C:29]2[CH:38]=[CH:39][C:40]([Cl:42])=[CH:41][C:28]=2[N:27]=1)[CH2:21][CH2:22][C:23](O)=[O:24].[OH:43][CH:44]1[CH2:49][CH2:48][NH:47][CH2:46][CH2:45]1.CN(C(ON1N=NC2C=CC=CC1=2)=[N+](C)C)C.[B-](F)(F)(F)F.FC(F)(F)C(O)=O, predict the reaction product.